From a dataset of Catalyst prediction with 721,799 reactions and 888 catalyst types from USPTO. Predict which catalyst facilitates the given reaction. Reactant: [CH:1]1([N:6]2[C:10]3[N:11]=[C:12]([NH:15][C:16]4[CH:21]=[CH:20][C:19]([N:22]5[C:29](=[O:30])[CH2:28][C@@H:27]6[NH:31][C@@H:24]([CH2:25][CH2:26]6)[CH2:23]5)=[CH:18][N:17]=4)[N:13]=[CH:14][C:9]=3[CH:8]=[C:7]2[C:32]([N:34]([CH3:36])[CH3:35])=[O:33])[CH2:5][CH2:4][CH2:3][CH2:2]1.FC(F)(F)S(O[CH2:43][C:44]([F:47])([F:46])[F:45])(=O)=O.O. Product: [CH:1]1([N:6]2[C:10]3[N:11]=[C:12]([NH:15][C:16]4[CH:21]=[CH:20][C:19]([N:22]5[C:29](=[O:30])[CH2:28][C@H:27]6[N:31]([CH2:43][C:44]([F:47])([F:46])[F:45])[C@H:24]([CH2:25][CH2:26]6)[CH2:23]5)=[CH:18][N:17]=4)[N:13]=[CH:14][C:9]=3[CH:8]=[C:7]2[C:32]([N:34]([CH3:36])[CH3:35])=[O:33])[CH2:2][CH2:3][CH2:4][CH2:5]1. The catalyst class is: 9.